From a dataset of TCR-epitope binding with 47,182 pairs between 192 epitopes and 23,139 TCRs. Binary Classification. Given a T-cell receptor sequence (or CDR3 region) and an epitope sequence, predict whether binding occurs between them. (1) The epitope is WICLLQFAY. The TCR CDR3 sequence is CASSQRLAGNEQYF. Result: 1 (the TCR binds to the epitope). (2) The epitope is CINGVCWTV. The TCR CDR3 sequence is CASSLDDRFGQPQHF. Result: 0 (the TCR does not bind to the epitope). (3) The epitope is IQYIDIGNY. The TCR CDR3 sequence is CASSPDFGAQYF. Result: 0 (the TCR does not bind to the epitope). (4) The epitope is FVDGVPFVV. The TCR CDR3 sequence is CASSLWVRGGNEQFF. Result: 1 (the TCR binds to the epitope). (5) The epitope is TLIGDCATV. The TCR CDR3 sequence is CASSFDFGDRSYEQYF. Result: 1 (the TCR binds to the epitope). (6) The epitope is ELAGIGILTV. The TCR CDR3 sequence is CASSTGTGWNEQFF. Result: 1 (the TCR binds to the epitope).